Regression. Given a peptide amino acid sequence and an MHC pseudo amino acid sequence, predict their binding affinity value. This is MHC class II binding data. From a dataset of Peptide-MHC class II binding affinity with 134,281 pairs from IEDB. The peptide sequence is FTVQKGSDPKKLVLD. The MHC is HLA-DQA10104-DQB10503 with pseudo-sequence HLA-DQA10104-DQB10503. The binding affinity (normalized) is 0.